Predict which catalyst facilitates the given reaction. From a dataset of Catalyst prediction with 721,799 reactions and 888 catalyst types from USPTO. (1) Reactant: C([O:5][C:6](=[O:38])[C:7]1[CH:12]=[CH:11][CH:10]=[C:9]([CH2:13][CH:14]([NH:28][C:29](=[O:35])[CH2:30][CH2:31][C:32](=[O:34])[NH2:33])[B:15]2[O:23]C3C(C)(C4CC(C3)C4(C)C)[O:16]2)[C:8]=1OC)(C)(C)C.B(Br)(Br)Br. Product: [C:32]([CH2:31][CH2:30][C:29]([NH:28][CH:14]1[CH2:13][C:9]2[CH:10]=[CH:11][CH:12]=[C:7]([C:6]([OH:5])=[O:38])[C:8]=2[O:23][B:15]1[OH:16])=[O:35])(=[O:34])[NH2:33]. The catalyst class is: 4. (2) Reactant: [C:1]([CH2:3][CH2:4][C@H:5]1[CH2:10][CH2:9][C@H:8]([NH:11][C:12]2[C:17]([NH:18][C:19](=O)[C@H:20]([OH:22])[CH3:21])=[CH:16][N:15]=[C:14]3[CH:24]=[CH:25][S:26][C:13]=23)[CH2:7][CH2:6]1)#[N:2]. Product: [OH:22][C@@H:20]([C:19]1[N:11]([C@H:8]2[CH2:9][CH2:10][C@H:5]([CH2:4][CH2:3][C:1]#[N:2])[CH2:6][CH2:7]2)[C:12]2=[C:13]3[S:26][CH:25]=[CH:24][C:14]3=[N:15][CH:16]=[C:17]2[N:18]=1)[CH3:21]. The catalyst class is: 15.